The task is: Predict which catalyst facilitates the given reaction.. This data is from Catalyst prediction with 721,799 reactions and 888 catalyst types from USPTO. Reactant: [S:1]1[C:5]2[CH:6]=[CH:7][CH:8]=[CH:9][C:4]=2[N:3]=[C:2]1[NH:10][NH2:11].C([O:14][C:15](=O)[CH2:16][C:17]([C:19]1[CH:24]=[CH:23][CH:22]=[C:21]([CH3:25])[CH:20]=1)=O)C. Product: [S:1]1[C:5]2[CH:6]=[CH:7][CH:8]=[CH:9][C:4]=2[N:3]=[C:2]1[N:10]1[C:15](=[O:14])[CH:16]=[C:17]([C:19]2[CH:24]=[CH:23][CH:22]=[C:21]([CH3:25])[CH:20]=2)[NH:11]1. The catalyst class is: 8.